This data is from Reaction yield outcomes from USPTO patents with 853,638 reactions. The task is: Predict the reaction yield, written as a fraction of the theoretical maximum amount of product (1.0 means a 100% yield; for example, 0.34 means a 34% yield). (1) The reactants are [F:1][C:2]1[C:3]([OH:11])=[C:4]([CH:8]=[CH:9][CH:10]=1)[C:5]([OH:7])=[O:6].S(Cl)(Cl)=O.[CH3:16]O. No catalyst specified. The product is [F:1][C:2]1[C:3]([OH:11])=[C:4]([CH:8]=[CH:9][CH:10]=1)[C:5]([O:7][CH3:16])=[O:6]. The yield is 0.940. (2) The reactants are [N+:1]([C:4]1[CH:5]=[C:6]([CH2:10][CH2:11][OH:12])[CH:7]=[CH:8][CH:9]=1)([O-])=O.C([O-])=O.[NH4+]. The catalyst is CO.[Pd]. The product is [NH2:1][C:4]1[CH:5]=[C:6]([CH2:10][CH2:11][OH:12])[CH:7]=[CH:8][CH:9]=1. The yield is 0.540. (3) The product is [Br:1][C:12]1[C:6]2[C:7](=[N:8][CH:9]=[C:4]([Cl:3])[CH:5]=2)[NH:10][CH:11]=1. The yield is 0.690. The catalyst is C(Cl)(Cl)Cl. The reactants are [Br:1]Br.[Cl:3][C:4]1[CH:5]=[C:6]2[CH:12]=[CH:11][NH:10][C:7]2=[N:8][CH:9]=1.O. (4) The reactants are [C:1]([O:5][C:6]([C:8]1([C:13]([O:15]C(C)(C)C)=[O:14])[CH2:10][CH:9]1[CH2:11][CH3:12])=[O:7])([CH3:4])([CH3:3])[CH3:2].CC(C)([O-])C.[K+]. The catalyst is CCOCC.O. The product is [C:1]([O:5][C:6]([C:8]1([C:13]([OH:15])=[O:14])[CH2:10][CH:9]1[CH2:11][CH3:12])=[O:7])([CH3:2])([CH3:3])[CH3:4]. The yield is 0.690. (5) The reactants are [NH:1]1[CH2:4][CH:3]([C:5]2[C:6]([O:25][CH3:26])=[C:7]([CH:13]([NH:15][C:16]3[N:24]=[CH:23][N:22]=[C:21]4[C:17]=3[N:18]=[CH:19][NH:20]4)[CH3:14])[CH:8]=[C:9]([Cl:12])[C:10]=2[Cl:11])[CH2:2]1.C(N(CC)CC)C.[F:34][C:35]([F:45])([F:44])S(O[CH2:40][CH:41]([F:43])[F:42])(=O)=O.CN([CH:49]=[O:50])C. No catalyst specified. The product is [F:34][C:35]([F:45])([F:44])[C:49]([OH:50])=[O:25].[F:34][C:35]([F:45])([F:44])[C:49]([OH:50])=[O:25].[Cl:11][C:10]1[C:9]([Cl:12])=[CH:8][C:7]([CH:13]([NH:15][C:16]2[N:24]=[CH:23][N:22]=[C:21]3[C:17]=2[N:18]=[CH:19][NH:20]3)[CH3:14])=[C:6]([O:25][CH3:26])[C:5]=1[CH:3]1[CH2:2][N:1]([CH2:40][CH:41]([F:43])[F:42])[CH2:4]1. The yield is 0.460. (6) The yield is 0.790. The product is [NH2:24][C:10]1[CH:11]=[C:12]([O:15][C:16](=[O:23])[C:17]2[CH:18]=[CH:19][CH:20]=[CH:21][CH:22]=2)[CH:13]=[CH:14][C:9]=1[O:8][CH2:1][C:2]1[CH:7]=[CH:6][CH:5]=[CH:4][CH:3]=1. The reactants are [CH2:1]([O:8][C:9]1[CH:14]=[CH:13][C:12]([O:15][C:16](=[O:23])[C:17]2[CH:22]=[CH:21][CH:20]=[CH:19][CH:18]=2)=[CH:11][C:10]=1[N+:24]([O-])=O)[C:2]1[CH:7]=[CH:6][CH:5]=[CH:4][CH:3]=1.[H][H]. The catalyst is CO.C(Cl)Cl. (7) The reactants are [NH2:1][C:2]1[CH:7]=[C:6]([O:8][CH3:9])[N:5]=[CH:4][N:3]=1.CS[C:12]1[S:13]/[C:14](=[CH:18]\[C:19]2[CH:20]=[C:21]3[C:26](=[CH:27][CH:28]=2)[N:25]=[CH:24][CH:23]=[CH:22]3)/[C:15](=[O:17])[N:16]=1. The catalyst is C(O)(=O)C.C(O)C. The product is [CH3:9][O:8][C:6]1[N:5]=[CH:4][N:3]=[C:2]([NH:1][C:12]2[S:13]/[C:14](=[CH:18]\[C:19]3[CH:20]=[C:21]4[C:26](=[CH:27][CH:28]=3)[N:25]=[CH:24][CH:23]=[CH:22]4)/[C:15](=[O:17])[N:16]=2)[CH:7]=1. The yield is 0.0900. (8) The reactants are [C:1]12([C:11]3[CH:30]=[CH:29][C:14]([O:15][CH2:16][C:17]([NH:19][C:20]4[CH:21]=[C:22]([CH:26]=[CH:27][N:28]=4)[C:23](O)=[O:24])=[O:18])=[CH:13][CH:12]=3)[CH2:10][CH:5]3[CH2:6][CH:7]([CH2:9][CH:3]([CH2:4]3)[CH2:2]1)[CH2:8]2.[NH2:31][CH2:32][CH2:33][CH2:34][N:35]1[CH:39]=[CH:38][N:37]=[CH:36]1.C1CN([P+](ON2N=NC3C=CC=CC2=3)(N2CCCC2)N2CCCC2)CC1.F[P-](F)(F)(F)(F)F.CO. The catalyst is CN(C1C=CN=CC=1)C.CN(C=O)C. The product is [C:1]12([C:11]3[CH:12]=[CH:13][C:14]([O:15][CH2:16][C:17]([NH:19][C:20]4[CH:21]=[C:22]([CH:26]=[CH:27][N:28]=4)[C:23]([NH:31][CH2:32][CH2:33][CH2:34][N:35]4[CH:39]=[CH:38][N:37]=[CH:36]4)=[O:24])=[O:18])=[CH:29][CH:30]=3)[CH2:2][CH:3]3[CH2:9][CH:7]([CH2:6][CH:5]([CH2:4]3)[CH2:10]1)[CH2:8]2. The yield is 0.878. (9) The reactants are [C:1]([O:5][C:6]([NH:8][C:9]1[N:14]=[C:13]([C:15](OCC)=[O:16])[CH:12]=[CH:11][CH:10]=1)=[O:7])([CH3:4])([CH3:3])[CH3:2].[H-].[H-].[H-].[H-].[Li+].[Al+3]. The catalyst is C1COCC1. The product is [OH:16][CH2:15][C:13]1[N:14]=[C:9]([NH:8][C:6](=[O:7])[O:5][C:1]([CH3:3])([CH3:2])[CH3:4])[CH:10]=[CH:11][CH:12]=1. The yield is 0.410. (10) The reactants are Cl[C:2]1[N:7]2[N:8]=[C:9]([C:11]3[CH:16]=[CH:15][CH:14]=[CH:13][CH:12]=3)[CH:10]=[C:6]2[N:5]=[C:4]([C:17]2[O:18][CH:19]=[CH:20][CH:21]=2)[CH:3]=1.[O:22]1[CH:26]=[CH:25][C:24]([C:27]([N:29]2[CH2:34][CH2:33][NH:32][CH2:31][CH2:30]2)=[O:28])=[CH:23]1.C(N(C(C)C)C(C)C)C. The catalyst is C(#N)C. The product is [O:18]1[CH:19]=[CH:20][CH:21]=[C:17]1[C:4]1[CH:3]=[C:2]([N:32]2[CH2:33][CH2:34][N:29]([C:27]([C:24]3[CH:25]=[CH:26][O:22][CH:23]=3)=[O:28])[CH2:30][CH2:31]2)[N:7]2[N:8]=[C:9]([C:11]3[CH:16]=[CH:15][CH:14]=[CH:13][CH:12]=3)[CH:10]=[C:6]2[N:5]=1. The yield is 0.990.